From a dataset of Forward reaction prediction with 1.9M reactions from USPTO patents (1976-2016). Predict the product of the given reaction. (1) Given the reactants [OH:1][CH2:2][C:3]([O:5][CH2:6][CH3:7])=[O:4].[O:8]1[CH:13]=[CH:12][CH2:11][CH2:10][CH2:9]1.CC1C=CC(S([O-])(=O)=O)=CC=1.C1C=C[NH+]=CC=1, predict the reaction product. The product is: [O:8]1[CH2:13][CH2:12][CH2:11][CH2:10][CH:9]1[O:1][CH2:2][C:3]([O:5][CH2:6][CH3:7])=[O:4]. (2) Given the reactants [CH3:1][Si](C=[N+]=[N-])(C)C.[F:8][C:9]([F:39])([F:38])[C:10]1[CH:11]=[C:12]([C@H:20]([O:22][C@@H:23]2[C@@H:28]([C:29]3[CH:34]=[CH:33][CH:32]=[CH:31][CH:30]=3)[C@H:27]([C:35]([OH:37])=[O:36])[CH2:26][CH2:25][O:24]2)[CH3:21])[CH:13]=[C:14]([C:16]([F:19])([F:18])[F:17])[CH:15]=1, predict the reaction product. The product is: [F:39][C:9]([F:38])([F:8])[C:10]1[CH:11]=[C:12]([C@H:20]([O:22][C@@H:23]2[C@@H:28]([C:29]3[CH:34]=[CH:33][CH:32]=[CH:31][CH:30]=3)[C@H:27]([C:35]([O:37][CH3:1])=[O:36])[CH2:26][CH2:25][O:24]2)[CH3:21])[CH:13]=[C:14]([C:16]([F:17])([F:18])[F:19])[CH:15]=1.